Dataset: NCI-60 drug combinations with 297,098 pairs across 59 cell lines. Task: Regression. Given two drug SMILES strings and cell line genomic features, predict the synergy score measuring deviation from expected non-interaction effect. (1) Drug 1: C1=NC2=C(N=C(N=C2N1C3C(C(C(O3)CO)O)O)F)N. Drug 2: CC1=C(C=C(C=C1)NC(=O)C2=CC=C(C=C2)CN3CCN(CC3)C)NC4=NC=CC(=N4)C5=CN=CC=C5. Cell line: ACHN. Synergy scores: CSS=13.1, Synergy_ZIP=1.18, Synergy_Bliss=3.12, Synergy_Loewe=-5.88, Synergy_HSA=0.196. (2) Drug 1: C1CCN(CC1)CCOC2=CC=C(C=C2)C(=O)C3=C(SC4=C3C=CC(=C4)O)C5=CC=C(C=C5)O. Drug 2: C1C(C(OC1N2C=NC3=C2NC=NCC3O)CO)O. Cell line: SK-MEL-28. Synergy scores: CSS=3.90, Synergy_ZIP=4.72, Synergy_Bliss=7.69, Synergy_Loewe=2.32, Synergy_HSA=1.56. (3) Drug 1: CNC(=O)C1=CC=CC=C1SC2=CC3=C(C=C2)C(=NN3)C=CC4=CC=CC=N4. Drug 2: C1CC(C1)(C(=O)O)C(=O)O.[NH2-].[NH2-].[Pt+2]. Cell line: LOX IMVI. Synergy scores: CSS=37.0, Synergy_ZIP=-1.90, Synergy_Bliss=0.392, Synergy_Loewe=2.13, Synergy_HSA=2.26. (4) Drug 1: C1CN1P(=S)(N2CC2)N3CC3. Cell line: OVCAR3. Synergy scores: CSS=19.2, Synergy_ZIP=-1.84, Synergy_Bliss=2.67, Synergy_Loewe=-19.5, Synergy_HSA=-0.327. Drug 2: CCN(CC)CCCC(C)NC1=C2C=C(C=CC2=NC3=C1C=CC(=C3)Cl)OC. (5) Drug 1: CC1C(C(CC(O1)OC2CC(CC3=C2C(=C4C(=C3O)C(=O)C5=C(C4=O)C(=CC=C5)OC)O)(C(=O)C)O)N)O.Cl. Synergy scores: CSS=28.3, Synergy_ZIP=-5.35, Synergy_Bliss=0.897, Synergy_Loewe=-13.6, Synergy_HSA=1.25. Cell line: SN12C. Drug 2: CCCCCOC(=O)NC1=NC(=O)N(C=C1F)C2C(C(C(O2)C)O)O. (6) Drug 1: CNC(=O)C1=CC=CC=C1SC2=CC3=C(C=C2)C(=NN3)C=CC4=CC=CC=N4. Drug 2: C(CN)CNCCSP(=O)(O)O. Cell line: HT29. Synergy scores: CSS=2.27, Synergy_ZIP=-0.0717, Synergy_Bliss=0.763, Synergy_Loewe=-2.14, Synergy_HSA=-1.09. (7) Drug 2: CC1=C(C(=O)C2=C(C1=O)N3CC4C(C3(C2COC(=O)N)OC)N4)N. Synergy scores: CSS=13.2, Synergy_ZIP=-5.21, Synergy_Bliss=1.14, Synergy_Loewe=0.538, Synergy_HSA=3.03. Cell line: MDA-MB-231. Drug 1: CNC(=O)C1=NC=CC(=C1)OC2=CC=C(C=C2)NC(=O)NC3=CC(=C(C=C3)Cl)C(F)(F)F.